Dataset: Full USPTO retrosynthesis dataset with 1.9M reactions from patents (1976-2016). Task: Predict the reactants needed to synthesize the given product. (1) Given the product [CH3:28][O:27][C:26](=[O:23])[CH2:25][CH2:24][NH:6][S:7]([C:10]1[CH:15]=[CH:14][C:13]([C:16](=[NH:17])[NH:21][OH:22])=[CH:12][C:11]=1[CH2:18][CH3:19])(=[O:8])=[O:9], predict the reactants needed to synthesize it. The reactants are: COC(=O)CC[NH:6][S:7]([C:10]1[CH:15]=[CH:14][C:13]([C:16]#[N:17])=[CH:12][C:11]=1[CH2:18][CH3:19])(=[O:9])=[O:8].[NH2:21][OH:22].[OH2:23].[CH2:24]1[CH2:28][O:27][CH2:26][CH2:25]1. (2) Given the product [C:1]([O:5][C:6]([NH:7][C@@H:8]([CH2:11][S:12][CH2:13][C:14]1[CH:15]=[CH:16][C:17]([O:20][CH3:21])=[CH:18][CH:19]=1)[CH2:9][O:10][C:32](=[O:33])[C:31]([CH3:36])([CH3:35])[CH3:30])=[O:22])([CH3:4])([CH3:3])[CH3:2], predict the reactants needed to synthesize it. The reactants are: [C:1]([O:5][C:6](=[O:22])[NH:7][C@@H:8]([CH2:11][S:12][CH2:13][C:14]1[CH:19]=[CH:18][C:17]([O:20][CH3:21])=[CH:16][CH:15]=1)[CH2:9][OH:10])([CH3:4])([CH3:3])[CH3:2].C(N(CC)CC)C.[CH3:30][C:31]([CH3:36])([CH3:35])[C:32](Cl)=[O:33].O. (3) Given the product [C:2]([O:21][CH:16]([C:11]1[C:12]([CH3:15])=[CH:13][CH:14]=[C:9]([O:8][CH2:1][C:2]2[CH:7]=[CH:6][CH:5]=[CH:4][CH:3]=2)[C:10]=1[C:22]1[CH:23]=[CH:24][C:25]2[O:30][CH2:29][CH2:28][CH2:27][C:26]=2[CH:31]=1)[C:17]([O:19][CH3:20])=[O:18])([CH3:7])([CH3:3])[CH3:1], predict the reactants needed to synthesize it. The reactants are: [CH2:1]([O:8][C:9]1[C:10]([C:22]2[CH:23]=[CH:24][C:25]3[O:30][CH2:29][CH2:28][CH2:27][C:26]=3[CH:31]=2)=[C:11]([CH:16]([OH:21])[C:17]([O:19][CH3:20])=[O:18])[C:12]([CH3:15])=[CH:13][CH:14]=1)[C:2]1[CH:7]=[CH:6][CH:5]=[CH:4][CH:3]=1.Cl(O)(=O)(=O)=O.[Na]. (4) Given the product [CH3:1][C:2]1[N:3]=[C:4]([NH:18][C:19](=[O:20])[NH:21][CH2:22][CH2:29][C:30]([NH:32][C:33]2[CH:34]=[N:35][CH:36]=[CH:37][CH:38]=2)=[O:31])[S:5][C:6]=1[C:7]1[CH:8]=[CH:9][C:10]([N:13]2[CH:17]=[CH:16][CH:15]=[N:14]2)=[CH:11][CH:12]=1, predict the reactants needed to synthesize it. The reactants are: [CH3:1][C:2]1[N:3]=[C:4]([NH:18][C:19]([N:21]2C=CN=[CH:22]2)=[O:20])[S:5][C:6]=1[C:7]1[CH:12]=[CH:11][C:10]([N:13]2[CH:17]=[CH:16][CH:15]=[N:14]2)=[CH:9][CH:8]=1.I.NC[CH2:29][C:30]([NH:32][C:33]1[CH:34]=[N:35][CH:36]=[CH:37][CH:38]=1)=[O:31].